From a dataset of Cav3 T-type calcium channel HTS with 100,875 compounds. Binary Classification. Given a drug SMILES string, predict its activity (active/inactive) in a high-throughput screening assay against a specified biological target. The molecule is S(Cc1nc2sc(nn2c(=O)c1)C)c1[nH]c2c(n1)cccc2. The result is 0 (inactive).